From a dataset of Catalyst prediction with 721,799 reactions and 888 catalyst types from USPTO. Predict which catalyst facilitates the given reaction. (1) Reactant: [Cl:1][C:2]1[C:11]2[C:6](=[CH:7][C:8]([OH:12])=[CH:9][CH:10]=2)[CH:5]=[CH:4][N:3]=1.Br[CH2:14][CH2:15][CH3:16].C([O-])([O-])=O.[K+].[K+]. Product: [Cl:1][C:2]1[C:11]2[C:6](=[CH:7][C:8]([O:12][CH2:14][CH2:15][CH3:16])=[CH:9][CH:10]=2)[CH:5]=[CH:4][N:3]=1. The catalyst class is: 21. (2) Reactant: [CH3:1][O:2][C:3]([N:5]1[CH2:10][CH2:9][C:8](=[O:11])[N:7]([CH3:12])[C@@H:6]1[C:13]([CH3:16])([CH3:15])[CH3:14])=[O:4].C[Si]([N-][Si](C)(C)C)(C)C.[Na+].I[CH2:28][C@H:29]([CH2:32][CH2:33][CH3:34])[CH2:30][CH3:31]. Product: [CH3:1][O:2][C:3]([N:5]1[CH2:10][C@@H:9]([CH2:28][C@@H:29]([CH2:30][CH3:31])[CH2:32][CH2:33][CH3:34])[C:8](=[O:11])[N:7]([CH3:12])[C@@H:6]1[C:13]([CH3:16])([CH3:15])[CH3:14])=[O:4]. The catalyst class is: 1. (3) Reactant: Br[C:2]1[C:3]([NH:18][C@@H:19]2[C:27]3[C:22](=[CH:23][CH:24]=[CH:25][CH:26]=3)[CH2:21][C@@H:20]2[OH:28])=[N:4][C:5]([O:16][CH3:17])=[C:6]([C:8]2[CH:13]=[CH:12][C:11]([Cl:14])=[CH:10][C:9]=2[Cl:15])[N:7]=1.[CH2:29]([Sn](CCCC)(CCCC)C=C)[CH2:30]CC.[F-].[K+]. Product: [Cl:15][C:9]1[CH:10]=[C:11]([Cl:14])[CH:12]=[CH:13][C:8]=1[C:6]1[N:7]=[C:2]([CH:29]=[CH2:30])[C:3]([NH:18][C@@H:19]2[C:27]3[C:22](=[CH:23][CH:24]=[CH:25][CH:26]=3)[CH2:21][C@@H:20]2[OH:28])=[N:4][C:5]=1[O:16][CH3:17]. The catalyst class is: 128.